The task is: Predict the reactants needed to synthesize the given product.. This data is from Retrosynthesis with 50K atom-mapped reactions and 10 reaction types from USPTO. (1) Given the product COc1cc(CCN2CCN(CCc3ccc([N+](=O)[O-])cc3)C(=O)C2)ccc1[N+](=O)[O-], predict the reactants needed to synthesize it. The reactants are: COc1cc(CC=O)ccc1[N+](=O)[O-].O=C1CNCCN1CCc1ccc([N+](=O)[O-])cc1. (2) The reactants are: [N-]=[N+]=NCC(O)CCOc1cccc(CN2CCCCC2)c1. Given the product NCC(O)CCOc1cccc(CN2CCCCC2)c1, predict the reactants needed to synthesize it.